From a dataset of Forward reaction prediction with 1.9M reactions from USPTO patents (1976-2016). Predict the product of the given reaction. (1) Given the reactants [C:1]1([C:7]2[N:8]=[CH:9][NH:10][CH:11]=2)[CH:6]=[CH:5][CH:4]=[CH:3][CH:2]=1.[N+:12]([O-])([OH:14])=[O:13].[OH-].[Na+].C(=O)([O-])[O-].[Na+].[Na+], predict the reaction product. The product is: [N+:12]([C:4]1[CH:3]=[CH:2][C:1]([C:7]2[N:8]=[CH:9][NH:10][CH:11]=2)=[CH:6][CH:5]=1)([O-:14])=[O:13]. (2) Given the reactants [Br:1][C:2]1[CH:10]=[CH:9][C:5]([C:6]([OH:8])=[O:7])=[C:4]([C:11]([F:14])([F:13])[F:12])[CH:3]=1.S(Cl)(Cl)=O.[CH3:19]O, predict the reaction product. The product is: [Br:1][C:2]1[CH:10]=[CH:9][C:5]([C:6]([O:8][CH3:19])=[O:7])=[C:4]([C:11]([F:12])([F:13])[F:14])[CH:3]=1. (3) Given the reactants C(N(CC)CC)C.[F:8][C:9]1[CH:15]=[CH:14][C:13]([N+:16]([O-:18])=[O:17])=[CH:12][C:10]=1[NH2:11].[C:19](Cl)(=[O:26])[C:20]1[CH:25]=[CH:24][CH:23]=[CH:22][CH:21]=1.C(OCC)C, predict the reaction product. The product is: [CH3:23][CH2:22][CH2:21][CH:20]([CH3:25])[CH3:19].[F:8][C:9]1[CH:15]=[CH:14][C:13]([N+:16]([O-:18])=[O:17])=[CH:12][C:10]=1[NH:11][C:19](=[O:26])[C:20]1[CH:25]=[CH:24][CH:23]=[CH:22][CH:21]=1.